This data is from Peptide-MHC class I binding affinity with 185,985 pairs from IEDB/IMGT. The task is: Regression. Given a peptide amino acid sequence and an MHC pseudo amino acid sequence, predict their binding affinity value. This is MHC class I binding data. (1) The peptide sequence is LMIERFVSL. The MHC is HLA-A02:02 with pseudo-sequence HLA-A02:02. The binding affinity (normalized) is 1.00. (2) The MHC is HLA-A02:03 with pseudo-sequence HLA-A02:03. The peptide sequence is ELRRQVDQL. The binding affinity (normalized) is 0.291. (3) The peptide sequence is LGENMAPEK. The MHC is HLA-A03:01 with pseudo-sequence HLA-A03:01. The binding affinity (normalized) is 0.103. (4) The peptide sequence is MLIYSMWGK. The MHC is HLA-A03:01 with pseudo-sequence HLA-A03:01. The binding affinity (normalized) is 0.782.